This data is from Forward reaction prediction with 1.9M reactions from USPTO patents (1976-2016). The task is: Predict the product of the given reaction. (1) Given the reactants [F:1][C:2]([F:32])([F:31])[C:3]1[CH:30]=[CH:29][CH:28]=[CH:27][C:4]=1[O:5][CH:6]1[CH2:11][CH2:10][N:9]([C:12]2[S:13][C:14]([C:17]3[S:18][CH:19]=[C:20]([CH2:22][C:23]([O:25]C)=[O:24])[N:21]=3)=[CH:15][N:16]=2)[CH2:8][CH2:7]1.[OH-].[Na+], predict the reaction product. The product is: [F:32][C:2]([F:1])([F:31])[C:3]1[CH:30]=[CH:29][CH:28]=[CH:27][C:4]=1[O:5][CH:6]1[CH2:11][CH2:10][N:9]([C:12]2[S:13][C:14]([C:17]3[S:18][CH:19]=[C:20]([CH2:22][C:23]([OH:25])=[O:24])[N:21]=3)=[CH:15][N:16]=2)[CH2:8][CH2:7]1. (2) Given the reactants C([NH:8][CH:9]1[C@:16]([CH3:18])([OH:17])[C:13]2([CH2:15][CH2:14]2)[O:12][C@@H:11]([C:19]2[CH:24]=[CH:23][N:22]=[CH:21][C:20]=2[N+:25]([O-])=O)[CH2:10]1)C1C=CC=CC=1.[CH3:28][C:29]([O:32][C:33](O[C:36]([O:38][C:39]([CH3:42])([CH3:41])[CH3:40])=[O:37])=[O:34])([CH3:31])[CH3:30], predict the reaction product. The product is: [NH2:25][C:20]1[CH:21]=[N:22][CH:23]=[CH:24][C:19]=1[C@H:11]1[CH2:10][C@H:9]([NH:8][C:33](=[O:34])[O:32][C:29]([CH3:31])([CH3:30])[CH3:28])[C@@:16]([OH:17])([CH3:18])[C:13]2([CH2:14][CH2:15]2)[O:12]1.[NH2:25][C:20]1[CH:21]=[N:22][CH:23]=[CH:24][C:19]=1[C@@H:11]1[CH2:10][C@H:9]([NH:8][C:36](=[O:37])[O:38][C:39]([CH3:40])([CH3:41])[CH3:42])[C@:16]([OH:17])([CH3:18])[C:13]2([CH2:15][CH2:14]2)[O:12]1.[NH2:25][C:20]1[CH:21]=[N:22][CH:23]=[CH:24][C:19]=1[C@@H:11]1[CH2:10][C@@H:9]([NH:8][C:33](=[O:34])[O:32][C:29]([CH3:31])([CH3:30])[CH3:28])[C@:16]([OH:17])([CH3:18])[C:13]2([CH2:14][CH2:15]2)[O:12]1.[NH2:25][C:20]1[CH:21]=[N:22][CH:23]=[CH:24][C:19]=1[C@H:11]1[CH2:10][C@@H:9]([NH:8][C:33](=[O:34])[O:32][C:29]([CH3:31])([CH3:30])[CH3:28])[C@@:16]([OH:17])([CH3:18])[C:13]2([CH2:14][CH2:15]2)[O:12]1. (3) Given the reactants [F:1][C:2]1[CH:7]=[CH:6][C:5]([C:8](=[O:15])[CH2:9][C:10]([O:12][CH2:13][CH3:14])=[O:11])=[CH:4][CH:3]=1.[H-].[Na+].Cl[CH2:19][C:20]1[CH:25]=[CH:24][CH:23]=[C:22]([O:26][C:27]2[CH:32]=[CH:31][CH:30]=[CH:29][CH:28]=2)[CH:21]=1.O, predict the reaction product. The product is: [F:1][C:2]1[CH:3]=[CH:4][C:5]([C:8](=[O:15])[CH:9]([CH2:19][C:20]2[CH:25]=[CH:24][CH:23]=[C:22]([O:26][C:27]3[CH:32]=[CH:31][CH:30]=[CH:29][CH:28]=3)[CH:21]=2)[C:10]([O:12][CH2:13][CH3:14])=[O:11])=[CH:6][CH:7]=1. (4) Given the reactants CC(C)N=C=NC(C)C.[F:10][C:11]1[CH:12]=[C:13]([CH:17]=[C:18]([F:21])[C:19]=1[F:20])[C:14]([OH:16])=O.[CH2:22]([N:29]1[CH2:34][CH2:33][NH:32][CH2:31][CH2:30]1)[C:23]1[CH:28]=[CH:27][CH:26]=[CH:25][CH:24]=1, predict the reaction product. The product is: [CH2:22]([N:29]1[CH2:34][CH2:33][N:32]([C:14]([C:13]2[CH:17]=[C:18]([F:21])[C:19]([F:20])=[C:11]([F:10])[CH:12]=2)=[O:16])[CH2:31][CH2:30]1)[C:23]1[CH:24]=[CH:25][CH:26]=[CH:27][CH:28]=1. (5) Given the reactants [CH2:1]([OH:10])[CH2:2][CH2:3][CH2:4][CH2:5][CH2:6][CH2:7][C:8]#C.C(O)CC#CCCCC, predict the reaction product. The product is: [CH2:1]([OH:10])[CH2:2][CH2:3][CH2:4][CH2:5][CH2:6][C:7]#[CH:8]. (6) Given the reactants [F:1][C:2]1[C:3]([C:8]2([CH2:12][NH:13][C:14]3[N:19]=[N:18][C:17]([C:20]#[N:21])=[CH:16][CH:15]=3)[CH2:11][CH2:10][CH2:9]2)=[N:4][CH:5]=[CH:6][CH:7]=1.[C:22](O[C:22]([O:24][C:25]([CH3:28])([CH3:27])[CH3:26])=[O:23])([O:24][C:25]([CH3:28])([CH3:27])[CH3:26])=[O:23], predict the reaction product. The product is: [C:20]([C:17]1[N:18]=[N:19][C:14]([N:13]([CH2:12][C:8]2([C:3]3[C:2]([F:1])=[CH:7][CH:6]=[CH:5][N:4]=3)[CH2:9][CH2:10][CH2:11]2)[C:22](=[O:23])[O:24][C:25]([CH3:28])([CH3:27])[CH3:26])=[CH:15][CH:16]=1)#[N:21]. (7) Given the reactants [O:1]=[C:2]1[CH2:7][S:6][C:5]2[CH:8]=[CH:9][C:10]([C:12]([OH:14])=O)=[N:11][C:4]=2[NH:3]1.[NH2:15][CH:16]1[CH2:21][CH2:20][N:19]([CH2:22][CH:23]2[C:27]3=[C:28]([Cl:36])[CH:29]=[N:30][C:31]4[CH:32]=[CH:33][C:34](=[O:35])[N:25]([C:26]=43)[CH2:24]2)[CH2:18][CH2:17]1.C(N(CC)CC)C.CN(C(ON1N=NC2C=CC=NC1=2)=[N+](C)C)C.F[P-](F)(F)(F)(F)F, predict the reaction product. The product is: [ClH:36].[Cl:36][C:28]1[CH:29]=[N:30][C:31]2[CH:32]=[CH:33][C:34](=[O:35])[N:25]3[CH2:24][CH:23]([CH2:22][N:19]4[CH2:18][CH2:17][CH:16]([NH:15][C:12]([C:10]5[CH:9]=[CH:8][C:5]6[S:6][CH2:7][C:2](=[O:1])[NH:3][C:4]=6[N:11]=5)=[O:14])[CH2:21][CH2:20]4)[C:27]=1[C:26]=23.